From a dataset of Full USPTO retrosynthesis dataset with 1.9M reactions from patents (1976-2016). Predict the reactants needed to synthesize the given product. (1) Given the product [O:10]=[C:8]([CH3:9])[CH:3]([NH:2][C:11](=[O:16])[C:12]([CH3:15])([CH3:14])[CH3:13])[C:4]([O:6][CH3:7])=[O:5], predict the reactants needed to synthesize it. The reactants are: Cl.[NH2:2][CH:3]([C:8](=[O:10])[CH3:9])[C:4]([O:6][CH3:7])=[O:5].[C:11](Cl)(=[O:16])[C:12]([CH3:15])([CH3:14])[CH3:13].C(N(CC)CC)C. (2) Given the product [Cl:28][C:25]1[CH:24]=[CH:23][C:22]([NH:14][C:15]2[CH:20]=[N:19][CH:18]=[C:17]([N:3]3[CH:7]=[CH:6][CH:5]=[N:4]3)[N:16]=2)=[CH:27][CH:26]=1, predict the reactants needed to synthesize it. The reactants are: [H-].[Na+].[NH:3]1[CH:7]=[CH:6][CH:5]=[N:4]1.C(OC(=O)[N:14]([C:22]1[CH:27]=[CH:26][C:25]([Cl:28])=[CH:24][CH:23]=1)[C:15]1[CH:20]=[N:19][CH:18]=[C:17](Cl)[N:16]=1)(C)(C)C.C(OCC)(=O)C.CCCCCCC. (3) Given the product [CH3:15][CH:14]([CH3:16])[CH:13]([NH:12][C:2]1[C:11]2[C:6](=[CH:7][CH:8]=[CH:9][CH:10]=2)[N:5]=[CH:4][CH:3]=1)[C:17]([NH2:19])=[O:18], predict the reactants needed to synthesize it. The reactants are: Cl[C:2]1[C:11]2[C:6](=[CH:7][CH:8]=[CH:9][CH:10]=2)[N:5]=[CH:4][CH:3]=1.[NH2:12][C@H:13]([C:17]([NH2:19])=[O:18])[CH:14]([CH3:16])[CH3:15].C(NC(C)C)(C)C.COCC(O)C.